Dataset: Full USPTO retrosynthesis dataset with 1.9M reactions from patents (1976-2016). Task: Predict the reactants needed to synthesize the given product. Given the product [F:26][C:27]1[CH:34]=[CH:33][C:30]([CH2:31][NH:17][C:16]2[CH:18]=[C:12]([C:10]3[N:9]=[C:6]4[CH:7]=[CH:8][C:3]([O:2][CH3:1])=[N:4][N:5]4[CH:11]=3)[CH:13]=[CH:14][C:15]=2[CH3:19])=[CH:29][CH:28]=1, predict the reactants needed to synthesize it. The reactants are: [CH3:1][O:2][C:3]1[CH:8]=[CH:7][C:6]2=[N:9][C:10]([C:12]3[CH:13]=[CH:14][C:15]([CH3:19])=[C:16]([CH:18]=3)[NH2:17])=[CH:11][N:5]2[N:4]=1.C([O-])([O-])=O.[K+].[K+].[F:26][C:27]1[CH:34]=[CH:33][C:30]([CH2:31]Br)=[CH:29][CH:28]=1.